Predict the reactants needed to synthesize the given product. From a dataset of Full USPTO retrosynthesis dataset with 1.9M reactions from patents (1976-2016). (1) Given the product [CH3:66][O:65][C:63]1[CH:64]=[C:59]([CH:43]([NH:13][C:10]2[CH:11]=[CH:12][C:7]([C:4]3[N:3]=[C:2]([CH3:1])[O:6][N:5]=3)=[CH:8][CH:9]=2)[C:44]#[N:45])[CH:60]=[CH:61][C:62]=1[O:67][CH3:68], predict the reactants needed to synthesize it. The reactants are: [CH3:1][C:2]1[O:6][N:5]=[C:4]([C:7]2[CH:12]=[CH:11][C:10]([NH2:13])=[CH:9][CH:8]=2)[N:3]=1.COC1C=C(C=CC=1OC)C=O.FC(F)(F)C(O)=O.C(C1C=CC(N[CH:43]([C:59]2[CH:64]=[C:63]([O:65][CH3:66])[C:62]([O:67][CH3:68])=[CH:61][C:60]=2F)[C:44]2NC(=O)N(C3C=CC=CC=3C(O)=O)[N:45]=2)=CC=1)(=N)N.C[Si](C#N)(C)C.C(S([O-])(=O)=O)(F)(F)F.C(S([O-])(=O)=O)(F)(F)F.C(S([O-])(=O)=O)(F)(F)F.[Yb+3]. (2) Given the product [CH:1](/[C:5]1([CH3:18])[CH2:6][CH2:7][NH:8][CH2:9][CH2:10]1)=[CH:2]\[CH:3]=[CH2:4], predict the reactants needed to synthesize it. The reactants are: [CH:1](/[C:5]1([CH3:18])[CH2:10][CH2:9][N:8](C(OC(C)(C)C)=O)[CH2:7][CH2:6]1)=[CH:2]\[CH:3]=[CH2:4].Cl.O1CCOCC1.